Predict the product of the given reaction. From a dataset of Forward reaction prediction with 1.9M reactions from USPTO patents (1976-2016). (1) Given the reactants [CH2:1]([NH:8][C:9]([C:11]1([C:23]2[CH:28]=[CH:27][CH:26]=[C:25]([O:29][CH3:30])[CH:24]=2)[CH2:16][CH2:15][N:14]([C:17]2[N:22]=[CH:21][CH:20]=[CH:19][N:18]=2)[CH2:13][CH2:12]1)=O)[C:2]1[CH:7]=[CH:6][CH:5]=[CH:4][CH:3]=1.COC1C=CC(P2(SP(C3C=CC(OC)=CC=3)(=S)S2)=[S:40])=CC=1, predict the reaction product. The product is: [CH2:1]([NH:8][C:9]([C:11]1([C:23]2[CH:28]=[CH:27][CH:26]=[C:25]([O:29][CH3:30])[CH:24]=2)[CH2:16][CH2:15][N:14]([C:17]2[N:22]=[CH:21][CH:20]=[CH:19][N:18]=2)[CH2:13][CH2:12]1)=[S:40])[C:2]1[CH:7]=[CH:6][CH:5]=[CH:4][CH:3]=1. (2) Given the reactants [S:1]1[CH:5]=[CH:4][C:3]2[CH:6]=[CH:7][CH:8]=[CH:9][C:2]1=2.[Li]C(C)(C)C.[CH3:15][O:16][C:17]1[CH:18]=[C:19]([CH:22]=[CH:23][C:24]=1[O:25][CH3:26])[CH:20]=[O:21], predict the reaction product. The product is: [S:1]1[C:5]([CH:20]([OH:21])[C:19]2[CH:22]=[CH:23][C:24]([O:25][CH3:26])=[C:17]([O:16][CH3:15])[CH:18]=2)=[CH:4][C:3]2[CH:6]=[CH:7][CH:8]=[CH:9][C:2]1=2. (3) The product is: [Cl:1][C:2]1[CH:7]=[CH:6][C:5]([C:8]2[C:12](=[O:13])[N:11]([CH2:29][C:30]([NH:32][C:33]3[CH:38]=[CH:37][C:36]([F:39])=[C:35]([F:40])[CH:34]=3)=[O:31])[C:10]3([CH2:14][CH2:15][N:16]([C:19]([O:21][C:22]([CH3:25])([CH3:24])[CH3:23])=[O:20])[CH2:17][CH2:18]3)[N:9]=2)=[CH:4][CH:3]=1. Given the reactants [Cl:1][C:2]1[CH:7]=[CH:6][C:5]([C:8]2[C:12](=[O:13])[NH:11][C:10]3([CH2:18][CH2:17][N:16]([C:19]([O:21][C:22]([CH3:25])([CH3:24])[CH3:23])=[O:20])[CH2:15][CH2:14]3)[N:9]=2)=[CH:4][CH:3]=1.[H-].[Na+].Cl[CH2:29][C:30]([NH:32][C:33]1[CH:38]=[CH:37][C:36]([F:39])=[C:35]([F:40])[CH:34]=1)=[O:31], predict the reaction product. (4) Given the reactants [F:1][C:2]1[CH:3]=[CH:4][C:5]([CH3:9])=[C:6]([CH:8]=1)[NH2:7].C(=O)([O-])[O-].[Ca+2].[C:15](Cl)(Cl)=[S:16].C(Cl)Cl.O, predict the reaction product. The product is: [F:1][C:2]1[CH:3]=[CH:4][C:5]([CH3:9])=[C:6]([N:7]=[C:15]=[S:16])[CH:8]=1. (5) Given the reactants [Cl:1][C:2]1[CH:15]=[CH:14][C:5]([C:6]([NH:8][NH:9][C:10](=[O:13])[CH2:11][Cl:12])=O)=[CH:4][CH:3]=1.P(Cl)(Cl)(Cl)=O, predict the reaction product. The product is: [Cl:12][CH2:11][C:10]1[O:13][C:6]([C:5]2[CH:14]=[CH:15][C:2]([Cl:1])=[CH:3][CH:4]=2)=[N:8][N:9]=1. (6) The product is: [Cl:10][C:11]1[CH:16]=[CH:15][C:14]([C:5]2[CH:6]=[C:7]([CH3:8])[C:2]([NH2:1])=[N:3][CH:4]=2)=[CH:13][CH:12]=1. Given the reactants [NH2:1][C:2]1[C:7]([CH3:8])=[CH:6][C:5](Br)=[CH:4][N:3]=1.[Cl:10][C:11]1[CH:16]=[CH:15][C:14](B(O)O)=[CH:13][CH:12]=1, predict the reaction product. (7) Given the reactants [OH:1][CH2:2][C@H:3]1[CH2:7][CH2:6][CH2:5][N:4]1[C:8]([O:10][C:11]([CH3:14])([CH3:13])[CH3:12])=[O:9].[H-].[Na+].Br[CH2:18][C:19]([CH3:21])=[CH2:20].O, predict the reaction product. The product is: [CH3:20][C:19](=[CH2:18])[CH2:21][O:1][CH2:2][C@H:3]1[CH2:7][CH2:6][CH2:5][N:4]1[C:8]([O:10][C:11]([CH3:14])([CH3:13])[CH3:12])=[O:9].